This data is from Catalyst prediction with 721,799 reactions and 888 catalyst types from USPTO. The task is: Predict which catalyst facilitates the given reaction. (1) Reactant: [CH3:1][O:2][C:3]([NH:5][C@@H:6]([CH2:33][C:34]1[CH:39]=[CH:38][CH:37]=[CH:36][CH:35]=1)[C:7]([NH:9][C@H:10]([C:23]1[N:24]=[C:25]([C:28]2[S:29][CH:30]=[CH:31][CH:32]=2)[S:26][CH:27]=1)[CH2:11][C:12]1[CH:17]=[CH:16][C:15]([NH:18][S:19](=[O:22])(=[O:21])[O-:20])=[CH:14][CH:13]=1)=[O:8])=[O:4].C[NH+](C)C.C[O-].[Na+:46]. Product: [CH3:1][O:2][C:3]([NH:5][C@@H:6]([CH2:33][C:34]1[CH:39]=[CH:38][CH:37]=[CH:36][CH:35]=1)[C:7]([NH:9][C@H:10]([C:23]1[N:24]=[C:25]([C:28]2[S:29][CH:30]=[CH:31][CH:32]=2)[S:26][CH:27]=1)[CH2:11][C:12]1[CH:13]=[CH:14][C:15]([NH:18][S:19](=[O:21])(=[O:20])[O-:22])=[CH:16][CH:17]=1)=[O:8])=[O:4].[Na+:46]. The catalyst class is: 5. (2) Reactant: NCCOCCN[C:8](=[O:14])[O:9][C:10]([CH3:13])([CH3:12])[CH3:11].[C:15]([O:22][CH3:23])(=[O:21])/[CH:16]=[CH:17]/[C:18]([O-:20])=O.CCN=C=NC[CH2:30][CH2:31][N:32](C)C.[CH3:35][CH2:36][O:37]C(C)=O. Product: [C:10]([O:9][C:8]([CH2:35][CH2:36][O:37][CH2:30][CH2:31][NH:32][C:18](=[O:20])/[CH:17]=[CH:16]/[C:15]([O:22][CH3:23])=[O:21])=[O:14])([CH3:11])([CH3:12])[CH3:13]. The catalyst class is: 23.